This data is from Forward reaction prediction with 1.9M reactions from USPTO patents (1976-2016). The task is: Predict the product of the given reaction. (1) Given the reactants Cl.[O:2]1CCO[CH:3]1[C:7]1[CH:12]=[CH:11][C:10]([OH:13])=[C:9]([F:14])[CH:8]=1, predict the reaction product. The product is: [F:14][C:9]1[CH:8]=[C:7]([CH:12]=[CH:11][C:10]=1[OH:13])[CH:3]=[O:2]. (2) Given the reactants [Br:1][C:2]1[CH:7]=[N:6][C:5]([O:8]C)=[C:4]2[O:10][C:11]([CH3:13])=[CH:12][C:3]=12.B(Br)(Br)Br, predict the reaction product. The product is: [Br:1][C:2]1[C:3]2[CH:12]=[C:11]([CH3:13])[O:10][C:4]=2[C:5](=[O:8])[NH:6][CH:7]=1. (3) Given the reactants C(OC([N:8]1[CH2:13][CH2:12][C:11]([C:22]#[N:23])([CH2:14][C:15]2[CH:16]=[N:17][C:18]([F:21])=[CH:19][CH:20]=2)[CH2:10][CH2:9]1)=O)(C)(C)C.FC(F)(F)C(O)=O, predict the reaction product. The product is: [F:21][C:18]1[N:17]=[CH:16][C:15]([CH2:14][C:11]2([C:22]#[N:23])[CH2:12][CH2:13][NH:8][CH2:9][CH2:10]2)=[CH:20][CH:19]=1. (4) Given the reactants Br[C:2]1[N:6]2[CH:7]=[CH:8][C:9]([C:12]([OH:15])([CH3:14])[CH3:13])=[C:10]([F:11])[C:5]2=[N:4][CH:3]=1.[F:16][C:17]1[CH:22]=[CH:21][C:20]([C:23]2[C:24]([C:29]#[N:30])=[CH:25][CH:26]=[CH:27][CH:28]=2)=[CH:19][C:18]=1B1OC(C)(C)C(C)(C)O1, predict the reaction product. The product is: [F:16][C:17]1[CH:18]=[CH:19][C:20]([C:23]2[C:24]([C:29]#[N:30])=[CH:25][CH:26]=[CH:27][CH:28]=2)=[CH:21][C:22]=1[C:2]1[N:6]2[CH:7]=[CH:8][C:9]([C:12]([OH:15])([CH3:14])[CH3:13])=[C:10]([F:11])[C:5]2=[N:4][CH:3]=1. (5) Given the reactants [Cl:1][C:2]1[C:7]([C:8](F)([F:10])F)=C[CH:5]=[CH:4][C:3]=1[C:12]([N:14]1[CH2:19][CH2:18][N:17]2[CH:20]=[C:21]([C:23]([F:26])([F:25])[F:24])[N:22]=[C:16]2[CH2:15]1)=O.C1C(=O)N([Br:34])C(=O)C1.[OH2:35].S([O-])([O-])=O.[Na+].[Na+], predict the reaction product. The product is: [Br:34][C:20]1[N:17]2[CH2:18][CH2:19][N:14]([C:12]([C:3]3[CH:4]=[CH:5][C:8]([F:10])=[CH:7][C:2]=3[Cl:1])=[O:35])[CH2:15][C:16]2=[N:22][C:21]=1[C:23]([F:25])([F:26])[F:24]. (6) Given the reactants [H-].[Na+].[CH3:3][O:4][C:5](=[O:14])[CH2:6][C:7]1[CH:12]=[CH:11][C:10]([Br:13])=[CH:9][CH:8]=1.Br[CH2:16][CH2:17][O:18][CH2:19][CH2:20]Br.[Cl-].[NH4+], predict the reaction product. The product is: [CH3:3][O:4][C:5]([C:6]1([C:7]2[CH:12]=[CH:11][C:10]([Br:13])=[CH:9][CH:8]=2)[CH2:20][CH2:19][O:18][CH2:17][CH2:16]1)=[O:14]. (7) Given the reactants [CH3:1][O:2][C:3]1[CH:8]=[CH:7][C:6]([N:9]2[C:13]3[CH:14]=[CH:15][CH:16]=[CH:17][C:12]=3[N:11]=[C:10]2[C:18]2[CH:26]=[CH:25][C:21]([C:22]([OH:24])=O)=[CH:20][CH:19]=2)=[CH:5][CH:4]=1.[C:27]1([CH:33]([NH2:35])[CH3:34])[CH:32]=[CH:31][CH:30]=[CH:29][CH:28]=1.CCN(CC)CC, predict the reaction product. The product is: [CH3:1][O:2][C:3]1[CH:8]=[CH:7][C:6]([N:9]2[C:13]3[CH:14]=[CH:15][CH:16]=[CH:17][C:12]=3[N:11]=[C:10]2[C:18]2[CH:26]=[CH:25][C:21]([C:22]([NH:35][CH:33]([C:27]3[CH:32]=[CH:31][CH:30]=[CH:29][CH:28]=3)[CH3:34])=[O:24])=[CH:20][CH:19]=2)=[CH:5][CH:4]=1. (8) Given the reactants [NH2:1][C@H:2]([C:4]1[N:9]([C:10]2[CH:15]=[CH:14][CH:13]=[CH:12][CH:11]=2)[C:8](=[O:16])[C:7]2=[CH:17][CH:18]=[CH:19][N:6]2[N:5]=1)[CH3:3].[Br:20][C:21]1[C:22]([NH2:28])=[N:23][CH:24]=[N:25][C:26]=1Cl.[F-].[Cs+].C(N(CC)C(C)C)(C)C, predict the reaction product. The product is: [NH2:28][C:22]1[N:23]=[CH:24][N:25]=[C:26]([NH:1][C@H:2]([C:4]2[N:9]([C:10]3[CH:15]=[CH:14][CH:13]=[CH:12][CH:11]=3)[C:8](=[O:16])[C:7]3=[CH:17][CH:18]=[CH:19][N:6]3[N:5]=2)[CH3:3])[C:21]=1[Br:20]. (9) Given the reactants [CH3:1][O-:2].[Na+].[CH:4]1([C@H:8]([NH:10][C:11]2[N:19]=[C:18]([C:20]#[N:21])[N:17]=[C:16]3[C:12]=2[N:13]([CH2:22][C@H:23]2[CH2:28][CH2:27][C@H:26]([CH3:29])[CH2:25][CH2:24]2)[CH:14]=[N:15]3)[CH3:9])[CH2:7][CH2:6][CH2:5]1, predict the reaction product. The product is: [CH:4]1([C@H:8]([NH:10][C:11]2[N:19]=[C:18]([C:20](=[NH:21])[O:2][CH3:1])[N:17]=[C:16]3[C:12]=2[N:13]([CH2:22][C@H:23]2[CH2:24][CH2:25][C@H:26]([CH3:29])[CH2:27][CH2:28]2)[CH:14]=[N:15]3)[CH3:9])[CH2:7][CH2:6][CH2:5]1. (10) Given the reactants [CH3:1][O:2][C:3]1[CH:43]=[CH:42][C:6]([CH2:7][N:8]2[CH2:28][C@@H:27]3[C:10]4([C:14](=[O:15])[N:13]([CH2:16][CH2:17][N:18]5[CH2:23][CH2:22][O:21][CH2:20][CH2:19]5)[C:12](=[O:24])[N:11]4[C@H:25]([C:29]4[C:38]5[C:33](=[CH:34][CH:35]=[CH:36][CH:37]=5)[C:32]([N:39]([CH3:41])[CH3:40])=[CH:31][CH:30]=4)[CH2:26]3)[CH2:9]2)=[CH:5][C:4]=1[N+:44]([O-])=O, predict the reaction product. The product is: [NH2:44][C:4]1[CH:5]=[C:6]([CH:42]=[CH:43][C:3]=1[O:2][CH3:1])[CH2:7][N:8]1[CH2:28][C@@H:27]2[C:10]3([C:14](=[O:15])[N:13]([CH2:16][CH2:17][N:18]4[CH2:19][CH2:20][O:21][CH2:22][CH2:23]4)[C:12](=[O:24])[N:11]3[C@H:25]([C:29]3[C:38]4[C:33](=[CH:34][CH:35]=[CH:36][CH:37]=4)[C:32]([N:39]([CH3:41])[CH3:40])=[CH:31][CH:30]=3)[CH2:26]2)[CH2:9]1.